Dataset: Forward reaction prediction with 1.9M reactions from USPTO patents (1976-2016). Task: Predict the product of the given reaction. (1) Given the reactants [CH2:1]([NH:8][C@H:9]1[CH2:14][CH2:13][C@@H:12]([NH:15][C:16]2[CH:21]=[C:20](Cl)[C:19]([CH3:23])=[CH:18][N+:17]=2[O-])[CH2:11][CH2:10]1)[C:2]1[CH:7]=[CH:6][CH:5]=[CH:4][CH:3]=1.[NH:25]1[CH2:30][CH2:29][O:28][CH2:27][CH2:26]1.C(O)CCC.C([O-])(O)=O.[Na+], predict the reaction product. The product is: [CH2:1]([NH:8][C@H:9]1[CH2:14][CH2:13][C@@H:12]([NH:15][C:16]2[CH:21]=[C:20]([N:25]3[CH2:30][CH2:29][O:28][CH2:27][CH2:26]3)[C:19]([CH3:23])=[CH:18][N:17]=2)[CH2:11][CH2:10]1)[C:2]1[CH:7]=[CH:6][CH:5]=[CH:4][CH:3]=1. (2) Given the reactants C(O[C:4]([C:6]1[CH:11]=[C:10]([C:12]#[N:13])[CH:9]=[C:8]([CH2:14][OH:15])[N:7]=1)=[O:5])C.[Cl:16][C:17]1[CH:18]=[C:19]([CH:21]=[CH:22][CH:23]=1)[NH2:20], predict the reaction product. The product is: [Cl:16][C:17]1[CH:18]=[C:19]([NH:20][C:4]([C:6]2[CH:11]=[C:10]([C:12]#[N:13])[CH:9]=[C:8]([CH2:14][OH:15])[N:7]=2)=[O:5])[CH:21]=[CH:22][CH:23]=1. (3) Given the reactants C([N:8]1[C@@H:13]2[C@H:14]([C:16]3[NH:17][CH:18]=[C:19]([S:21][CH3:22])[CH:20]=3)[CH2:15][C@@:9]1([C:39]1[CH:44]=[CH:43][CH:42]=[CH:41][CH:40]=1)[C@H:10]([O:23][CH2:24][C:25]1[CH:30]=[C:29]([C:31]([F:34])([F:33])[F:32])[CH:28]=[C:27]([C:35]([F:38])([F:37])[F:36])[CH:26]=1)[CH2:11][CH2:12]2)C1C=CC=CC=1.Cl, predict the reaction product. The product is: [F:38][C:35]([F:36])([F:37])[C:27]1[CH:26]=[C:25]([CH2:24][O:23][C@@H:10]2[CH2:11][CH2:12][C@@H:13]3[NH:8][C@@:9]2([C:39]2[CH:40]=[CH:41][CH:42]=[CH:43][CH:44]=2)[CH2:15][C@H:14]3[C:16]2[NH:17][CH:18]=[C:19]([S:21][CH3:22])[CH:20]=2)[CH:30]=[C:29]([C:31]([F:34])([F:32])[F:33])[CH:28]=1. (4) Given the reactants [NH2:1][C:2]1[CH:7]=[CH:6][C:5]([N:8]2[CH:12]=[C:11]([C:13]([O:15][CH2:16][CH3:17])=[O:14])[N:10]=[CH:9]2)=[CH:4][CH:3]=1.[C:18]([NH:23][C:24](=[O:29])[O:25][CH:26]([CH3:28])[CH3:27])(=[O:22])/[CH:19]=[CH:20]/[CH3:21], predict the reaction product. The product is: [CH3:21][CH:20]([NH:1][C:2]1[CH:3]=[CH:4][C:5]([N:8]2[CH:12]=[C:11]([C:13]([O:15][CH2:16][CH3:17])=[O:14])[N:10]=[CH:9]2)=[CH:6][CH:7]=1)[CH2:19][C:18]([NH:23][C:24]([O:25][CH:26]([CH3:27])[CH3:28])=[O:29])=[O:22]. (5) Given the reactants [NH:1]([CH2:3][C:4]([OH:6])=[O:5])[CH3:2].Cl[Si](C)(C)C.CCN([CH:18]([CH3:20])[CH3:19])C(C)C.Cl[C:22]([O:24][CH:25](Cl)[CH:26]([CH3:28])[CH3:27])=[O:23].[C:30]([OH:38])(=[O:37])[C:31]1[CH:36]=[CH:35][CH:34]=[CH:33][CH:32]=1, predict the reaction product. The product is: [CH3:2][N:1]([C:22]([O:24][CH:25]([C:26]1[CH:28]=[CH:19][CH:18]=[CH:20][CH:27]=1)[O:38][C:30]([C:31]1[CH:36]=[CH:35][CH:34]=[CH:33][CH:32]=1)=[O:37])=[O:23])[CH2:3][C:4]([OH:6])=[O:5]. (6) Given the reactants [H-].[Na+].Cl[C:4]1[C:9]([CH2:10][NH:11][CH2:12][CH:13]([CH:15]2[CH2:18][C:17]([F:20])([F:19])[CH2:16]2)[OH:14])=[CH:8][CH:7]=[C:6]([Cl:21])[N:5]=1, predict the reaction product. The product is: [Cl:21][C:6]1[CH:7]=[CH:8][C:9]2[CH2:10][NH:11][CH2:12][CH:13]([CH:15]3[CH2:18][C:17]([F:20])([F:19])[CH2:16]3)[O:14][C:4]=2[N:5]=1.